From a dataset of Peptide-MHC class I binding affinity with 185,985 pairs from IEDB/IMGT. Regression. Given a peptide amino acid sequence and an MHC pseudo amino acid sequence, predict their binding affinity value. This is MHC class I binding data. (1) The peptide sequence is LLFRSIISI. The MHC is HLA-A29:02 with pseudo-sequence HLA-A29:02. The binding affinity (normalized) is 0.0847. (2) The peptide sequence is KLYIALCKVT. The MHC is HLA-A68:02 with pseudo-sequence HLA-A68:02. The binding affinity (normalized) is 0.0915. (3) The peptide sequence is DTSNPKTPKY. The MHC is HLA-A23:01 with pseudo-sequence HLA-A23:01. The binding affinity (normalized) is 0. (4) The peptide sequence is QNGALAINTF. The MHC is HLA-A02:03 with pseudo-sequence HLA-A02:03. The binding affinity (normalized) is 0. (5) The peptide sequence is DQFSIPIRY. The MHC is HLA-B58:01 with pseudo-sequence HLA-B58:01. The binding affinity (normalized) is 0.0847.